Dataset: Forward reaction prediction with 1.9M reactions from USPTO patents (1976-2016). Task: Predict the product of the given reaction. Given the reactants [F:1][C:2]1[CH:10]=[C:9]([N:11]2[C:19]3[CH2:18][C:17]([CH3:21])([CH3:20])[CH2:16][C:15](=[O:22])[C:14]=3[C:13]([CH3:23])=[CH:12]2)[CH:8]=[C:7]([NH:24][C@H:25]2[CH2:29][CH2:28][CH2:27][C@@H:26]2[OH:30])[C:3]=1[C:4]([NH2:6])=[O:5].[C:31]([NH:38][CH2:39][C:40](O)=[O:41])([O:33][C:34]([CH3:37])([CH3:36])[CH3:35])=[O:32].C(Cl)CCl, predict the reaction product. The product is: [C:34]([O:33][C:31]([NH:38][CH2:39][C:40]([O:30][C@H:26]1[CH2:27][CH2:28][CH2:29][C@@H:25]1[NH:24][C:7]1[CH:8]=[C:9]([N:11]2[C:19]3[CH2:18][C:17]([CH3:21])([CH3:20])[CH2:16][C:15](=[O:22])[C:14]=3[C:13]([CH3:23])=[CH:12]2)[CH:10]=[C:2]([F:1])[C:3]=1[C:4](=[O:5])[NH2:6])=[O:41])=[O:32])([CH3:37])([CH3:36])[CH3:35].